Dataset: Reaction yield outcomes from USPTO patents with 853,638 reactions. Task: Predict the reaction yield, written as a fraction of the theoretical maximum amount of product (1.0 means a 100% yield; for example, 0.34 means a 34% yield). The reactants are [NH:1]1[C:9]2[C:4](=[CH:5][CH:6]=[C:7]([C@H:10]3[C@@:12]4([C:20]5[C:15](=[CH:16][CH:17]=[C:18]([CH3:21])[CH:19]=5)[NH:14][C:13]4=[O:22])[CH2:11]3)[CH:8]=2)[CH:3]=[N:2]1.C([O-])([O-])=O.[K+].[K+].[I:29]I. The catalyst is CN(C=O)C. The product is [I:29][C:3]1[C:4]2[C:9](=[CH:8][C:7]([C@H:10]3[C@@:12]4([C:20]5[C:15](=[CH:16][CH:17]=[C:18]([CH3:21])[CH:19]=5)[NH:14][C:13]4=[O:22])[CH2:11]3)=[CH:6][CH:5]=2)[NH:1][N:2]=1. The yield is 0.810.